This data is from Forward reaction prediction with 1.9M reactions from USPTO patents (1976-2016). The task is: Predict the product of the given reaction. (1) Given the reactants Cl[C:2]1[N:7]=[C:6]([CH:8]([CH:11]2[N:15]([CH2:16][CH3:17])[C:14]3[CH:18]=[CH:19][CH:20]=[CH:21][C:13]=3[NH:12]2)[C:9]#[N:10])[C:5]([CH3:22])=[CH:4][N:3]=1.[OH-].[NH4+:24].[I-].[Na+], predict the reaction product. The product is: [NH2:24][C:2]1[N:7]=[C:6](/[C:8](=[C:11]2\[NH:12][C:13]3[CH:21]=[CH:20][CH:19]=[CH:18][C:14]=3[N:15]\2[CH2:16][CH3:17])/[C:9]#[N:10])[C:5]([CH3:22])=[CH:4][N:3]=1. (2) The product is: [CH3:10][O:9][C:6]1[CH:7]=[CH:8][C:3]([O:2][C:1]([O:13][CH3:14])=[O:15])=[CH:4][C:5]=1[CH:11]=[CH:35][C:36]([O:38][CH2:39][CH3:40])=[O:37]. Given the reactants [C:1](=[O:15])([O:13][CH3:14])[O:2][C:3]1[CH:8]=[CH:7][C:6]([O:9][CH3:10])=[C:5]([CH:11]=O)[CH:4]=1.C1(P(=[CH:35][C:36]([O:38][CH2:39][CH3:40])=[O:37])(C2C=CC=CC=2)C2C=CC=CC=2)C=CC=CC=1, predict the reaction product.